From a dataset of Forward reaction prediction with 1.9M reactions from USPTO patents (1976-2016). Predict the product of the given reaction. (1) Given the reactants C[O:2][C:3]([C:5]1[C:18]2[O:17][C:16]3[C:11](=[CH:12][CH:13]=[CH:14][CH:15]=3)[C:10](=[O:19])[C:9]=2[CH:8]=[CH:7][CH:6]=1)=[O:4].[OH-].[Na+], predict the reaction product. The product is: [O:19]=[C:10]1[C:9]2[CH:8]=[CH:7][CH:6]=[C:5]([C:3]([OH:4])=[O:2])[C:18]=2[O:17][C:16]2[C:11]1=[CH:12][CH:13]=[CH:14][CH:15]=2. (2) Given the reactants Br[C:2]1[C:7]([N+:8]([O-:10])=[O:9])=[CH:6][CH:5]=[CH:4][C:3]=1[OH:11].[CH2:12]([O:19][C:20]1[CH:25]=[CH:24][C:23](B(O)O)=[CH:22][CH:21]=1)[C:13]1[CH:18]=[CH:17][CH:16]=[CH:15][CH:14]=1.C([O-])([O-])=O.[Na+].[Na+], predict the reaction product. The product is: [CH2:12]([O:19][C:20]1[CH:25]=[CH:24][C:23]([C:2]2[C:3]([OH:11])=[CH:4][CH:5]=[CH:6][C:7]=2[N+:8]([O-:10])=[O:9])=[CH:22][CH:21]=1)[C:13]1[CH:18]=[CH:17][CH:16]=[CH:15][CH:14]=1. (3) Given the reactants [CH:1]([C:4]1[CH:9]=[CH:8][CH:7]=[CH:6][C:5]=1[NH:10][C:11]([NH:13][C:14]([NH:16][CH:17]1[CH2:25][C:24]2[C:19](=[CH:20][CH:21]=[C:22]([C:26]3[N:30]=[CH:29][N:28]([C:31]4[CH:36]=[CH:35][C:34]([O:37][C:38]([F:41])([F:40])[F:39])=[CH:33][CH:32]=4)[N:27]=3)[CH:23]=2)[CH2:18]1)=[O:15])=[S:12])([CH3:3])[CH3:2].C([O-])(=O)C.[Na+].Br[CH:48]([CH3:53])[C:49](OC)=[O:50], predict the reaction product. The product is: [CH:1]([C:4]1[CH:9]=[CH:8][CH:7]=[CH:6][C:5]=1[N:10]1[C:49](=[O:50])[CH:48]([CH3:53])[S:12]/[C:11]/1=[N:13]\[C:14]([NH:16][CH:17]1[CH2:25][C:24]2[C:19](=[CH:20][CH:21]=[C:22]([C:26]3[N:30]=[CH:29][N:28]([C:31]4[CH:32]=[CH:33][C:34]([O:37][C:38]([F:41])([F:40])[F:39])=[CH:35][CH:36]=4)[N:27]=3)[CH:23]=2)[CH2:18]1)=[O:15])([CH3:3])[CH3:2]. (4) Given the reactants [OH:1][C:2]1[CH:10]=[CH:9][C:5]([C:6](Cl)=[O:7])=[CH:4][N:3]=1.Cl.[CH3:12][NH:13][O:14][CH3:15].C(O)C.N1C=CC=CC=1, predict the reaction product. The product is: [OH:1][C:2]1[CH:10]=[CH:9][C:5]([C:6]([N:13]([O:14][CH3:15])[CH3:12])=[O:7])=[CH:4][N:3]=1. (5) Given the reactants [NH2:1][C:2]1[CH:3]=[C:4]([CH:23]=[CH:24][CH:25]=1)[O:5][C:6]1[CH:20]=[CH:19][C:9]2[N:10]=[C:11]([NH:13][C:14]([CH:16]3[CH2:18][CH2:17]3)=[O:15])[S:12][C:8]=2[C:7]=1[C:21]#[N:22].[F:26][C:27]([F:42])([F:41])[C:28]1[CH:29]=[C:30]([CH:34]=[CH:35][C:36]=1[C:37]([F:40])([F:39])[F:38])[C:31](O)=[O:32].F[P-](F)(F)(F)(F)F.N1(OC(N(C)C)=[N+](C)C)C2N=CC=CC=2N=N1.N1C=CC=CC=1, predict the reaction product. The product is: [C:21]([C:7]1[C:8]2[S:12][C:11]([NH:13][C:14]([CH:16]3[CH2:18][CH2:17]3)=[O:15])=[N:10][C:9]=2[CH:19]=[CH:20][C:6]=1[O:5][C:4]1[CH:3]=[C:2]([NH:1][C:31](=[O:32])[C:30]2[CH:34]=[CH:35][C:36]([C:37]([F:38])([F:39])[F:40])=[C:28]([C:27]([F:26])([F:41])[F:42])[CH:29]=2)[CH:25]=[CH:24][CH:23]=1)#[N:22]. (6) Given the reactants Cl[C:2]1[N:7]=[C:6]([NH:8][CH2:9][C:10]2[N:11]=[C:12]([CH3:15])[S:13][CH:14]=2)[C:5]2=[C:16]([C:19]3[CH:24]=[CH:23][CH:22]=[CH:21][CH:20]=3)[CH:17]=[CH:18][N:4]2[N:3]=1.[C:25]([NH:29][S:30]([C:33]1[CH:34]=[N:35][CH:36]=[C:37](B2OC(C)(C)C(C)(C)O2)[CH:38]=1)(=[O:32])=[O:31])([CH3:28])([CH3:27])[CH3:26].C([O-])([O-])=O.[K+].[K+], predict the reaction product. The product is: [C:25]([NH:29][S:30]([C:33]1[CH:34]=[N:35][CH:36]=[C:37]([C:2]2[N:7]=[C:6]([NH:8][CH2:9][C:10]3[N:11]=[C:12]([CH3:15])[S:13][CH:14]=3)[C:5]3=[C:16]([C:19]4[CH:24]=[CH:23][CH:22]=[CH:21][CH:20]=4)[CH:17]=[CH:18][N:4]3[N:3]=2)[CH:38]=1)(=[O:32])=[O:31])([CH3:28])([CH3:26])[CH3:27]. (7) Given the reactants FC(F)(F)S(OS(C(F)(F)F)(=O)=O)(=O)=O.C1(P(=O)(C2C=CC=CC=2)C2C=CC=CC=2)C=CC=CC=1.C([S:43][CH:44]([CH2:73][N:74]1[CH2:79][CH2:78][S:77](=[O:81])(=[O:80])[CH2:76][CH2:75]1)[CH2:45][NH:46][C:47]([C:49]1[NH:50][C:51]2[C:56]([CH:57]=1)=[CH:55][C:54]([O:58][CH2:59][CH2:60][O:61][CH3:62])=[CH:53][C:52]=2[NH:63][S:64]([C:67]1[CH:72]=[CH:71][CH:70]=[CH:69][N:68]=1)(=[O:66])=[O:65])=O)C1C=CC=CC=1.C1(SC)C=CC=CC=1, predict the reaction product. The product is: [O:80]=[S:77]1(=[O:81])[CH2:76][CH2:75][N:74]([CH2:73][CH:44]2[S:43][C:47]([C:49]3[NH:50][C:51]4[C:56]([CH:57]=3)=[CH:55][C:54]([O:58][CH2:59][CH2:60][O:61][CH3:62])=[CH:53][C:52]=4[NH:63][S:64]([C:67]3[CH:72]=[CH:71][CH:70]=[CH:69][N:68]=3)(=[O:66])=[O:65])=[N:46][CH2:45]2)[CH2:79][CH2:78]1. (8) The product is: [N:22]1([C:18]2[CH:17]=[C:16]([NH:13][C:14](=[O:15])[NH:1][C@@H:2]([CH2:4][N+:5]([CH3:8])([CH3:7])[CH3:6])[CH2:9][C:10]([O-:11])=[O:12])[CH:21]=[CH:20][CH:19]=2)[CH:23]=[CH:24][CH:25]=[CH:26]1. Given the reactants [NH2:1][C:2]([CH2:9][C:10](=[O:12])[O-:11])([CH2:4][N+:5]([CH3:8])([CH3:7])[CH3:6])O.[N:13]([C:16]1[CH:17]=[C:18]([N:22]2[CH:26]=[CH:25][CH:24]=[CH:23]2)[CH:19]=[CH:20][CH:21]=1)=[C:14]=[O:15], predict the reaction product.